The task is: Predict the product of the given reaction.. This data is from Forward reaction prediction with 1.9M reactions from USPTO patents (1976-2016). (1) Given the reactants C([O-])([O-])=O.[Cs+].[Cs+].[Br:7][C:8]1[CH:9]=[N:10][NH:11][CH:12]=1.Cl[CH2:14][CH:15]1[CH2:19][O:18][C:17]([CH3:21])([CH3:20])[O:16]1.O, predict the reaction product. The product is: [Br:7][C:8]1[CH:9]=[N:10][N:11]([CH2:14][CH:15]2[CH2:19][O:18][C:17]([CH3:21])([CH3:20])[O:16]2)[CH:12]=1. (2) Given the reactants C(=O)([O-])O.[Na+].Cl.[NH2:7][OH:8].[CH3:9][C:10]1[N:15]=[C:14]([C:16]#[N:17])[CH:13]=[C:12]([C:18]2[CH:23]=[CH:22][CH:21]=[CH:20][C:19]=2[Cl:24])[N:11]=1, predict the reaction product. The product is: [CH3:9][C:10]1[N:15]=[C:14]([C:16](=[N:7][OH:8])[NH2:17])[CH:13]=[C:12]([C:18]2[CH:23]=[CH:22][CH:21]=[CH:20][C:19]=2[Cl:24])[N:11]=1. (3) Given the reactants [Cl:1][C:2]1[C:11]2[C:6](=[CH:7][C:8]([O:12][CH3:13])=[CH:9][CH:10]=2)[N:5]=[C:4]([NH2:14])[CH:3]=1.[NH:15]1[CH2:19][CH2:18][CH2:17][CH2:16]1, predict the reaction product. The product is: [ClH:1].[CH3:13][O:12][C:8]1[CH:7]=[C:6]2[C:11]([C:2]([N:15]3[CH2:19][CH2:18][CH2:17][CH2:16]3)=[CH:3][C:4]([NH2:14])=[N:5]2)=[CH:10][CH:9]=1. (4) Given the reactants OCCCCC1C=CC(C2C=CC(NC(C3C=C(S(C4C=C5C(=C(C)C=4)N=CC(C(N)=O)=C5NC4C=CC=C(OC)C=4)(=O)=O)C=CC=3)=O)=CC=2)=CC=1.[C:53]([C:56]1[CH:57]=[N:58][C:59]2[C:64]([C:65]=1[NH:66][C:67]1[CH:72]=[CH:71][CH:70]=[C:69]([O:73][CH3:74])[CH:68]=1)=[CH:63][C:62]([S:75]([C:78]1[CH:79]=[C:80]([CH:103]=[CH:104][CH:105]=1)[C:81]([NH:83][C:84]1[CH:85]=[C:86]([C:90]3[CH:95]=[CH:94][C:93]([CH2:96][CH2:97][CH2:98][C:99](OC)=[O:100])=[CH:92][CH:91]=3)[CH:87]=[CH:88][CH:89]=1)=[O:82])(=[O:77])=[O:76])=[CH:61][C:60]=2[CH3:106])(=[O:55])[NH2:54], predict the reaction product. The product is: [OH:100][CH2:99][CH2:98][CH2:97][CH2:96][C:93]1[CH:94]=[CH:95][C:90]([C:86]2[CH:87]=[CH:88][CH:89]=[C:84]([NH:83][C:81]([C:80]3[CH:79]=[C:78]([S:75]([C:62]4[CH:63]=[C:64]5[C:59](=[C:60]([CH3:106])[CH:61]=4)[N:58]=[CH:57][C:56]([C:53]([NH2:54])=[O:55])=[C:65]5[NH:66][C:67]4[CH:72]=[CH:71][CH:70]=[C:69]([O:73][CH3:74])[CH:68]=4)(=[O:76])=[O:77])[CH:105]=[CH:104][CH:103]=3)=[O:82])[CH:85]=2)=[CH:91][CH:92]=1.